Dataset: Forward reaction prediction with 1.9M reactions from USPTO patents (1976-2016). Task: Predict the product of the given reaction. (1) Given the reactants [CH3:1][O:2][C:3]1[CH:12]=[C:11]2[C:6]([CH:7]=[CH:8][C:9]([OH:13])=[CH:10]2)=[CH:5][CH:4]=1.N1C=CC=CC=1.[F:20][C:21]([F:34])([F:33])[S:22](O[S:22]([C:21]([F:34])([F:33])[F:20])(=[O:24])=[O:23])(=[O:24])=[O:23].C(=O)(O)[O-].[Na+], predict the reaction product. The product is: [F:20][C:21]([F:34])([F:33])[S:22]([O:13][C:9]1[CH:8]=[CH:7][C:6]2[C:11](=[CH:12][C:3]([O:2][CH3:1])=[CH:4][CH:5]=2)[CH:10]=1)(=[O:24])=[O:23]. (2) Given the reactants [Si:1]([O:8][C@H:9]1[CH2:18][C:17]([CH3:20])([CH3:19])[CH2:16][C:15]2[N:14]=[C:13]([CH:21]3[CH2:26][CH2:25][O:24][CH2:23][CH2:22]3)[C:12]([CH:27]=[O:28])=[C:11]([C:29]3[CH2:30][CH2:31][O:32][CH2:33][CH:34]=3)[C:10]1=2)([C:4]([CH3:7])([CH3:6])[CH3:5])([CH3:3])[CH3:2].I[C:36]1[CH:37]=[CH:38][C:39]([C:44]([F:47])([F:46])[F:45])=[C:40]([CH:43]=1)[C:41]#[N:42].C([Mg]Cl)(C)C.[Cl-].[Li+].C([Mg]Cl)(C)C, predict the reaction product. The product is: [Si:1]([O:8][C@H:9]1[CH2:18][C:17]([CH3:20])([CH3:19])[CH2:16][C:15]2[N:14]=[C:13]([CH:21]3[CH2:22][CH2:23][O:24][CH2:25][CH2:26]3)[C:12]([C@@H:27]([OH:28])[C:36]3[CH:37]=[CH:38][C:39]([C:44]([F:45])([F:46])[F:47])=[C:40]([CH:43]=3)[C:41]#[N:42])=[C:11]([C:29]3[CH2:30][CH2:31][O:32][CH2:33][CH:34]=3)[C:10]1=2)([C:4]([CH3:5])([CH3:6])[CH3:7])([CH3:3])[CH3:2].